From a dataset of Reaction yield outcomes from USPTO patents with 853,638 reactions. Predict the reaction yield, written as a fraction of the theoretical maximum amount of product (1.0 means a 100% yield; for example, 0.34 means a 34% yield). (1) The reactants are C(O[C:6]([N:8](C)[CH2:9][CH2:10][C:11]1([C:21]([O:23]CC)=O)[CH2:20][CH2:19][C:14]2(OCC[O:15]2)[CH2:13][CH2:12]1)=O)(C)(C)C.FC(F)(F)C(O)=O. No catalyst specified. The product is [CH3:6][N:8]1[C:21](=[O:23])[C:11]2([CH2:20][CH2:19][C:14](=[O:15])[CH2:13][CH2:12]2)[CH2:10][CH2:9]1. The yield is 0.850. (2) The reactants are [Cl:1][C:2]1[CH:7]=[CH:6][C:5]([C:8]2[C:12]3[CH2:13][N:14]([S:17]([CH3:20])(=[O:19])=[O:18])[CH2:15][CH2:16][C:11]=3[N:10]([CH2:21][CH2:22][CH2:23][N:24]3[CH2:29][CH2:28][O:27][CH2:26][C@@H:25]3[CH3:30])[N:9]=2)=[CH:4][C:3]=1[C:31]#[C:32][C:33]1[CH:42]=[C:41]2[C:36]([CH2:37][CH2:38][NH:39][CH2:40]2)=[CH:35][CH:34]=1.[CH3:43][C:44]([CH3:46])=O.C(O[BH-](OC(=O)C)OC(=O)C)(=O)C.[Na+]. The catalyst is C(Cl)Cl. The product is [Cl:1][C:2]1[CH:7]=[CH:6][C:5]([C:8]2[C:12]3[CH2:13][N:14]([S:17]([CH3:20])(=[O:19])=[O:18])[CH2:15][CH2:16][C:11]=3[N:10]([CH2:21][CH2:22][CH2:23][N:24]3[CH2:29][CH2:28][O:27][CH2:26][C@@H:25]3[CH3:30])[N:9]=2)=[CH:4][C:3]=1[C:31]#[C:32][C:33]1[CH:42]=[C:41]2[C:36]([CH2:37][CH2:38][N:39]([CH:44]([CH3:46])[CH3:43])[CH2:40]2)=[CH:35][CH:34]=1. The yield is 0.750. (3) The reactants are [NH:1]1[CH2:6][CH2:5][O:4][CH2:3][CH2:2]1.[C:7](=[S:9])=[S:8].[OH-].[Na+].S(OC)(O[CH3:16])(=O)=O. The catalyst is O. The product is [N:1]1([C:7]([S:9][CH3:16])=[S:8])[CH2:6][CH2:5][O:4][CH2:3][CH2:2]1. The yield is 0.880. (4) The reactants are [Br:1][C:2]1[C:3](Cl)=[N:4][CH:5]=[C:6]([N+:8]([O-:10])=[O:9])[CH:7]=1.[F:12][C:13]1[CH:18]=[C:17]([F:19])[CH:16]=[CH:15][C:14]=1[OH:20].C(=O)([O-])[O-].[Cs+].[Cs+].O. The catalyst is CN1C(=O)CCC1. The product is [Br:1][C:2]1[C:3]([O:20][C:14]2[CH:15]=[CH:16][C:17]([F:19])=[CH:18][C:13]=2[F:12])=[N:4][CH:5]=[C:6]([N+:8]([O-:10])=[O:9])[CH:7]=1. The yield is 0.590. (5) The reactants are C(Cl)Cl.[Cl:4][C:5]1[CH:10]=[CH:9][C:8]([S:11]([CH:14]([C:21]2[CH:26]=[C:25]([F:27])[CH:24]=[CH:23][C:22]=2[F:28])[C:15]2[CH:16]=[N:17][CH:18]=[CH:19][CH:20]=2)(=[O:13])=[O:12])=[CH:7][CH:6]=1.ClC1C=CC=C(C(OO)=[O:37])C=1.C(OCC)(=O)C. The catalyst is CCOCC. The product is [Cl:4][C:5]1[CH:10]=[CH:9][C:8]([S:11]([CH:14]([C:21]2[CH:26]=[C:25]([F:27])[CH:24]=[CH:23][C:22]=2[F:28])[C:15]2[CH:16]=[N+:17]([O-:37])[CH:18]=[CH:19][CH:20]=2)(=[O:12])=[O:13])=[CH:7][CH:6]=1. The yield is 0.400.